From a dataset of Forward reaction prediction with 1.9M reactions from USPTO patents (1976-2016). Predict the product of the given reaction. (1) Given the reactants B([O-])([O-])[O-].B([O-])([O-])[O-].B([O-])([O-])[O-].B([O-])([O-])[O-].[Na+].[Na+].[Na+].[Na+].[Na+].[Na+].[Na+].[Na+].[Na+].[Na+].[Na+].[Na+].C(N(CC(O)=O)CC(O)=O)CN(CC([O-])=O)CC([O-])=[O:34].[Na+].[Na+].[CH2:51]([O:58][CH2:59]/[CH:60]=[CH:61]/[CH2:62][C@@H:63]([CH2:67][CH3:68])[C:64]([OH:66])=[O:65])[C:52]1[CH:57]=[CH:56][CH:55]=[CH:54][CH:53]=1.COCOC.OOS([O-])=O.[K+].C(=O)([O-])[O-].[K+].[K+], predict the reaction product. The product is: [CH2:51]([O:58][CH2:59][C@H:60]([C@H:61]1[O:65][C:64](=[O:66])[C@H:63]([CH2:67][CH3:68])[CH2:62]1)[OH:34])[C:52]1[CH:57]=[CH:56][CH:55]=[CH:54][CH:53]=1. (2) Given the reactants [CH3:1][C:2]1[CH:3]=[N:4][CH:5]=[C:6]([CH:16]=1)[C:7]([NH:9][CH:10]1[CH2:15][CH2:14][NH:13][CH2:12][CH2:11]1)=[O:8].[CH2:17]([O:19][C:20]1[CH:21]=[C:22]([CH:25]=[C:26]([O:28][CH2:29][CH3:30])[CH:27]=1)[CH:23]=O)[CH3:18], predict the reaction product. The product is: [CH2:29]([O:28][C:26]1[CH:25]=[C:22]([CH:21]=[C:20]([O:19][CH2:17][CH3:18])[CH:27]=1)[CH2:23][N:13]1[CH2:12][CH2:11][CH:10]([NH:9][C:7](=[O:8])[C:6]2[CH:16]=[C:2]([CH3:1])[CH:3]=[N:4][CH:5]=2)[CH2:15][CH2:14]1)[CH3:30]. (3) Given the reactants [Br:1][C:2]1[CH:7]=[CH:6][C:5]([C@H:8]([C:16]2[CH:21]=[CH:20][CH:19]=[CH:18][C:17]=2[CH3:22])[CH2:9][C:10](N(OC)C)=[O:11])=[CH:4][CH:3]=1.Br[C:24]1[CH:29]=[CH:28][N:27]=[C:26]([CH3:30])[CH:25]=1, predict the reaction product. The product is: [Br:1][C:2]1[CH:3]=[CH:4][C:5]([C@H:8]([C:16]2[CH:21]=[CH:20][CH:19]=[CH:18][C:17]=2[CH3:22])[CH2:9][C:10]([C:24]2[CH:29]=[CH:28][N:27]=[C:26]([CH3:30])[CH:25]=2)=[O:11])=[CH:6][CH:7]=1.